Dataset: NCI-60 drug combinations with 297,098 pairs across 59 cell lines. Task: Regression. Given two drug SMILES strings and cell line genomic features, predict the synergy score measuring deviation from expected non-interaction effect. (1) Drug 1: C1CNP(=O)(OC1)N(CCCl)CCCl. Drug 2: CC12CCC3C(C1CCC2OP(=O)(O)O)CCC4=C3C=CC(=C4)OC(=O)N(CCCl)CCCl.[Na+]. Cell line: NCIH23. Synergy scores: CSS=16.1, Synergy_ZIP=0.525, Synergy_Bliss=5.71, Synergy_Loewe=-7.43, Synergy_HSA=-2.79. (2) Drug 1: C1CN1P(=S)(N2CC2)N3CC3. Drug 2: CCC1=C2CN3C(=CC4=C(C3=O)COC(=O)C4(CC)O)C2=NC5=C1C=C(C=C5)O. Cell line: M14. Synergy scores: CSS=13.8, Synergy_ZIP=4.33, Synergy_Bliss=9.81, Synergy_Loewe=-8.43, Synergy_HSA=6.97. (3) Drug 1: C1CCC(CC1)NC(=O)N(CCCl)N=O. Drug 2: CCCS(=O)(=O)NC1=C(C(=C(C=C1)F)C(=O)C2=CNC3=C2C=C(C=N3)C4=CC=C(C=C4)Cl)F. Cell line: M14. Synergy scores: CSS=23.5, Synergy_ZIP=-4.75, Synergy_Bliss=-7.59, Synergy_Loewe=-25.9, Synergy_HSA=-7.63. (4) Drug 1: CS(=O)(=O)C1=CC(=C(C=C1)C(=O)NC2=CC(=C(C=C2)Cl)C3=CC=CC=N3)Cl. Drug 2: CNC(=O)C1=CC=CC=C1SC2=CC3=C(C=C2)C(=NN3)C=CC4=CC=CC=N4. Cell line: SK-MEL-2. Synergy scores: CSS=3.55, Synergy_ZIP=3.86, Synergy_Bliss=8.81, Synergy_Loewe=2.67, Synergy_HSA=3.78. (5) Drug 1: CN(C)N=NC1=C(NC=N1)C(=O)N. Drug 2: C1=CC(=CC=C1CCCC(=O)O)N(CCCl)CCCl. Cell line: HOP-92. Synergy scores: CSS=29.4, Synergy_ZIP=-8.55, Synergy_Bliss=-3.05, Synergy_Loewe=-5.39, Synergy_HSA=-1.94. (6) Drug 1: CCC1=C2CN3C(=CC4=C(C3=O)COC(=O)C4(CC)O)C2=NC5=C1C=C(C=C5)O. Drug 2: CCN(CC)CCNC(=O)C1=C(NC(=C1C)C=C2C3=C(C=CC(=C3)F)NC2=O)C. Cell line: ACHN. Synergy scores: CSS=57.2, Synergy_ZIP=-0.484, Synergy_Bliss=-0.253, Synergy_Loewe=-24.4, Synergy_HSA=0.724. (7) Drug 1: CC1=C(C=C(C=C1)NC(=O)C2=CC=C(C=C2)CN3CCN(CC3)C)NC4=NC=CC(=N4)C5=CN=CC=C5. Drug 2: C1CC(=O)NC(=O)C1N2C(=O)C3=CC=CC=C3C2=O. Cell line: COLO 205. Synergy scores: CSS=-8.30, Synergy_ZIP=6.42, Synergy_Bliss=3.59, Synergy_Loewe=-3.42, Synergy_HSA=-8.21.